Predict the product of the given reaction. From a dataset of Forward reaction prediction with 1.9M reactions from USPTO patents (1976-2016). (1) Given the reactants [N:1]1[CH:6]=[CH:5][CH:4]=[C:3](B(O)O)[CH:2]=1.I[C:11]1[CH:16]=[CH:15][C:14]([N+:17]([O-:19])=[O:18])=[CH:13][CH:12]=1.C([O-])([O-])=O.[Na+].[Na+].CCOC(C)=O, predict the reaction product. The product is: [N+:17]([C:14]1[CH:15]=[CH:16][C:11]([C:3]2[CH:2]=[N:1][CH:6]=[CH:5][CH:4]=2)=[CH:12][CH:13]=1)([O-:19])=[O:18]. (2) Given the reactants Cl[C:2]1[CH:7]=[C:6]([N:8]2[CH2:13][CH2:12][N:11]([CH3:14])[CH2:10][CH2:9]2)[N:5]=[C:4]([NH2:15])[N:3]=1.[CH2:16]1[C:25]2[C:20](=[CH:21][CH:22]=[CH:23][CH:24]=2)[CH2:19][C:18](=[O:26])[NH:17]1.CC1(C)C2C=CC=C(P(C3C=CC=CC=3)C3C=CC=CC=3)C=2OC2C1=CC=CC=2P(C1C=CC=CC=1)C1C=CC=CC=1.C(=O)([O-])[O-].[Cs+].[Cs+], predict the reaction product. The product is: [NH2:15][C:4]1[N:3]=[C:2]([N:17]2[C:18](=[O:26])[CH2:19][C:20]3[C:25](=[CH:24][CH:23]=[CH:22][CH:21]=3)[CH2:16]2)[CH:7]=[C:6]([N:8]2[CH2:13][CH2:12][N:11]([CH3:14])[CH2:10][CH2:9]2)[N:5]=1. (3) Given the reactants Cl[CH2:2][C:3]1[CH:8]=[CH:7][C:6]([C:9]2[CH:14]=[CH:13][C:12]([C:15]([F:18])([F:17])[F:16])=[CH:11][CH:10]=2)=[CH:5][CH:4]=1.C[O:20][C:21](=[O:32])[CH2:22][O:23][C:24]1[CH:29]=[CH:28][C:27]([SH:30])=[CH:26][C:25]=1[CH3:31], predict the reaction product. The product is: [CH3:31][C:25]1[CH:26]=[C:27]([S:30][CH2:2][C:3]2[CH:8]=[CH:7][C:6]([C:9]3[CH:14]=[CH:13][C:12]([C:15]([F:18])([F:17])[F:16])=[CH:11][CH:10]=3)=[CH:5][CH:4]=2)[CH:28]=[CH:29][C:24]=1[O:23][CH2:22][C:21]([OH:32])=[O:20]. (4) Given the reactants [Cl:1][C:2]1[N:7]=[C:6](Cl)[CH:5]=[CH:4][N:3]=1.[CH3:9][C:10]1[C:14]([CH3:15])=[C:13]([NH2:16])[O:12][N:11]=1.CC1(C)C2C(=C(P(C3C=CC=CC=3)C3C=CC=CC=3)C=CC=2)OC2C(P(C3C=CC=CC=3)C3C=CC=CC=3)=CC=CC1=2.CC(C)([O-])C.[Na+], predict the reaction product. The product is: [Cl:1][C:2]1[N:7]=[C:6]([NH:16][C:13]2[O:12][N:11]=[C:10]([CH3:9])[C:14]=2[CH3:15])[CH:5]=[CH:4][N:3]=1. (5) Given the reactants [CH3:1][N:2]1[C:7](=[O:8])[CH2:6][C:5](=[O:9])[NH:4][C:3]1=[S:10].[CH3:11][O:12][C:13]1[CH:22]=[C:21]([O:23][CH3:24])[C:20]2[C:15](=[CH:16][CH:17]=[CH:18][CH:19]=2)[C:14]=1[CH:25]=O, predict the reaction product. The product is: [CH3:11][O:12][C:13]1[CH:22]=[C:21]([O:23][CH3:24])[C:20]2[C:15](=[CH:16][CH:17]=[CH:18][CH:19]=2)[C:14]=1[CH:25]=[C:6]1[C:7](=[O:8])[N:2]([CH3:1])[C:3](=[S:10])[NH:4][C:5]1=[O:9]. (6) Given the reactants [CH3:1][O:2][C:3]([C:5]1[C:6]2[C:7]([I:14])=[CH:8][NH:9][C:10]=2[CH:11]=[CH:12][CH:13]=1)=[O:4].[H-].[Na+].[C:17]1([CH3:27])[CH:22]=[CH:21][C:20]([S:23](Cl)(=[O:25])=[O:24])=[CH:19][CH:18]=1.C(OCC)(=O)C, predict the reaction product. The product is: [CH3:1][O:2][C:3]([C:5]1[C:6]2[C:7]([I:14])=[CH:8][N:9]([S:23]([C:20]3[CH:21]=[CH:22][C:17]([CH3:27])=[CH:18][CH:19]=3)(=[O:25])=[O:24])[C:10]=2[CH:11]=[CH:12][CH:13]=1)=[O:4]. (7) Given the reactants [NH2:1][C:2]1[C:11]2[C:6](=[C:7](Br)[CH:8]=[CH:9][CH:10]=2)[N:5]=[N:4][C:3]=1[C:13]([NH:15][CH:16]1[CH2:18][CH2:17]1)=[O:14].[CH3:19][O:20][C:21]1[CH:26]=[CH:25][C:24]([CH3:27])=[CH:23][C:22]=1B(O)O, predict the reaction product. The product is: [NH2:1][C:2]1[C:11]2[C:6](=[C:7]([C:22]3[CH:23]=[C:24]([CH3:27])[CH:25]=[CH:26][C:21]=3[O:20][CH3:19])[CH:8]=[CH:9][CH:10]=2)[N:5]=[N:4][C:3]=1[C:13]([NH:15][CH:16]1[CH2:18][CH2:17]1)=[O:14].